This data is from Reaction yield outcomes from USPTO patents with 853,638 reactions. The task is: Predict the reaction yield, written as a fraction of the theoretical maximum amount of product (1.0 means a 100% yield; for example, 0.34 means a 34% yield). (1) The reactants are [CH2:1]([O:8][C:9]1[CH:17]=[CH:16][C:12]([C:13]([OH:15])=O)=[CH:11][CH:10]=1)[C:2]1[CH:7]=[CH:6][CH:5]=[CH:4][CH:3]=1.[NH2:18][C:19]1[CH:20]=[C:21]([CH2:26][OH:27])[CH:22]=[CH:23][C:24]=1[CH3:25].CN(C(ON1N=NC2C=CC=NC1=2)=[N+](C)C)C.F[P-](F)(F)(F)(F)F.CCN(C(C)C)C(C)C. The product is [CH2:1]([O:8][C:9]1[CH:10]=[CH:11][C:12]([C:13]([NH:18][C:19]2[CH:20]=[C:21]([CH2:26][OH:27])[CH:22]=[CH:23][C:24]=2[CH3:25])=[O:15])=[CH:16][CH:17]=1)[C:2]1[CH:3]=[CH:4][CH:5]=[CH:6][CH:7]=1. The yield is 0.960. The catalyst is CN(C=O)C.O. (2) The reactants are [H-].[Al+3].[Li+].[H-].[H-].[H-].[CH2:7]([O:14][CH2:15][CH2:16][CH:17]1[CH2:22][CH2:21][N:20]([C:23]2[CH:24]=[N:25][CH:26]=[C:27]([O:29][CH2:30][C@@H:31]3[CH2:35][CH2:34][CH2:33][NH:32]3)[CH:28]=2)[CH2:19][CH2:18]1)[C:8]1[CH:13]=[CH:12][CH:11]=[CH:10][CH:9]=1.[O-]S([O-])(=O)=O.[Na+].[Na+].[CH3:43]COCC. The catalyst is C1COCC1.O. The product is [CH2:7]([O:14][CH2:15][CH2:16][CH:17]1[CH2:18][CH2:19][N:20]([C:23]2[CH:24]=[N:25][CH:26]=[C:27]([O:29][CH2:30][C@@H:31]3[CH2:35][CH2:34][CH2:33][N:32]3[CH3:43])[CH:28]=2)[CH2:21][CH2:22]1)[C:8]1[CH:9]=[CH:10][CH:11]=[CH:12][CH:13]=1. The yield is 0.810. (3) The reactants are [I:1]I.N(OC(C)(C)C)=O.[CH3:10][N:11]1[CH:15]=[C:14]([C:16]2[CH:22]=[CH:21][C:19](N)=[C:18]([N+:23]([O-:25])=[O:24])[CH:17]=2)[CH:13]=[N:12]1.N#N.S([O-])([O-])=O.[Na+].[Na+]. The catalyst is C(Cl)Cl.CS(C)=O.C(#N)C. The product is [I:1][C:19]1[CH:21]=[CH:22][C:16]([C:14]2[CH:13]=[N:12][N:11]([CH3:10])[CH:15]=2)=[CH:17][C:18]=1[N+:23]([O-:25])=[O:24]. The yield is 0.950. (4) The reactants are [CH2:13]([Sn]([CH2:13][CH2:14][CH2:15][CH3:16])([CH2:13][CH2:14][CH2:15][CH3:16])C#CC)[CH2:14][CH2:15][CH3:16].[C@@H:17]1([N:25]2[CH:29]=C(I)[CH:27]=[C:26]2[N+:31]([O-:33])=[O:32])[O:22][C@H:21]([CH2:23][OH:24])[C@@H:19]([OH:20])[CH2:18]1. The catalyst is Cl[Pd](Cl)([P](C1C=CC=CC=1)(C1C=CC=CC=1)C1C=CC=CC=1)[P](C1C=CC=CC=1)(C1C=CC=CC=1)C1C=CC=CC=1.CN(C=O)C. The product is [C@@H:17]1([N:25]2[CH:29]=[C:13]([C:14]#[C:15][CH3:16])[CH:27]=[C:26]2[N+:31]([O-:33])=[O:32])[O:22][C@H:21]([CH2:23][OH:24])[C@@H:19]([OH:20])[CH2:18]1. The yield is 0.570. (5) The reactants are C(=O)([O-])[O-].[Cs+].[Cs+].[CH3:7][C:8]1[C:16]2[C:11](=[N:12][CH:13]=[N:14][C:15]=2[NH2:17])[NH:10][N:9]=1.[Cl:18][C:19]1[C:20]([C:41]#[N:42])=[C:21]([C:30]2[CH:31]=[CH:32][C:33]([C:36]([N:38]([CH3:40])[CH3:39])=[O:37])=[N:34][CH:35]=2)[C:22]([O:28][CH3:29])=[C:23]([CH:25](Cl)[CH3:26])[CH:24]=1. The catalyst is CN(C)C=O.CCOC(C)=O. The product is [NH2:17][C:15]1[N:14]=[CH:13][N:12]=[C:11]2[N:10]([CH:25]([C:23]3[C:22]([O:28][CH3:29])=[C:21]([C:30]4[CH:31]=[CH:32][C:33]([C:36]([N:38]([CH3:39])[CH3:40])=[O:37])=[N:34][CH:35]=4)[C:20]([C:41]#[N:42])=[C:19]([Cl:18])[CH:24]=3)[CH3:26])[N:9]=[C:8]([CH3:7])[C:16]=12. The yield is 0.800. (6) The product is [Cl:1][C:2]1[CH:3]=[C:4]([CH:9]=[C:10]([OH:13])[C:11]=1[Cl:12])[C:5]([OH:7])=[O:6]. The reactants are [Cl:1][C:2]1[CH:3]=[C:4]([CH:9]=[C:10]([O:13]C)[C:11]=1[Cl:12])[C:5]([O:7]C)=[O:6].B(Br)(Br)Br.O. The yield is 0.510. The catalyst is C(Cl)Cl. (7) The catalyst is C(O)(=O)C. The yield is 0.864. The product is [CH2:1]([N:5]([CH2:16][CH2:17][CH2:18][CH3:19])[C:6]1[CH:13]=[CH:12][C:9]([CH:10]=[C:24]2[C:25](=[C:32]([C:35]#[N:36])[C:33]#[N:34])[C:26]3[C:31](=[CH:30][CH:29]=[CH:28][CH:27]=3)[C:23]2=[C:22]([C:20]#[N:21])[C:37]#[N:38])=[C:8]([O:14][CH3:15])[CH:7]=1)[CH2:2][CH2:3][CH3:4]. The reactants are [CH2:1]([N:5]([CH2:16][CH2:17][CH2:18][CH3:19])[C:6]1[CH:13]=[CH:12][C:9]([CH:10]=O)=[C:8]([O:14][CH3:15])[CH:7]=1)[CH2:2][CH2:3][CH3:4].[C:20]([C:22]([C:37]#[N:38])=[C:23]1[C:31]2[C:26](=[CH:27][CH:28]=[CH:29][CH:30]=2)[C:25](=[C:32]([C:35]#[N:36])[C:33]#[N:34])[CH2:24]1)#[N:21].O.